Dataset: Catalyst prediction with 721,799 reactions and 888 catalyst types from USPTO. Task: Predict which catalyst facilitates the given reaction. (1) Reactant: C([Si](C(C)C)(C(C)C)[O:5][C@H:6]1[C@H:11]([O:12][Si](C(C)C)(C(C)C)C(C)C)[CH:10]=[C:9]([C:23]2[CH:28]=[CH:27][N:26]=[CH:25][C:24]=2[N+:29]([O-:31])=[O:30])[O:8][C@@H:7]1[CH2:32][O:33][Si](C(C)C)(C(C)C)C(C)C)(C)C.CCCC[N+](CCCC)(CCCC)CCCC.[F-]. Product: [OH:33][CH2:32][C@@H:7]1[C@@H:6]([OH:5])[C@H:11]([OH:12])[CH:10]=[C:9]([C:23]2[CH:28]=[CH:27][N:26]=[CH:25][C:24]=2[N+:29]([O-:31])=[O:30])[O:8]1. The catalyst class is: 1. (2) Reactant: [NH2:1][C:2]1[C:3]([C:9]2[CH:18]=[CH:17][C:12]([C:13]([O:15][CH3:16])=[O:14])=[C:11]([F:19])[CH:10]=2)=[N:4][C:5](Br)=[CH:6][N:7]=1.C(=O)([O-])[O-].[Na+].[Na+].CC1(C)C(C)(C)OB([C:34]2[CH2:35][CH2:36][CH2:37][N:38]([C:40]([O:42][C:43]([CH3:46])([CH3:45])[CH3:44])=[O:41])[CH:39]=2)O1.C(Cl)Cl. Product: [NH2:1][C:2]1[N:7]=[CH:6][C:5]([C:36]2[CH2:35][CH2:34][CH2:39][N:38]([C:40]([O:42][C:43]([CH3:46])([CH3:45])[CH3:44])=[O:41])[CH:37]=2)=[N:4][C:3]=1[C:9]1[CH:18]=[CH:17][C:12]([C:13]([O:15][CH3:16])=[O:14])=[C:11]([F:19])[CH:10]=1. The catalyst class is: 438.